The task is: Predict the reactants needed to synthesize the given product.. This data is from Full USPTO retrosynthesis dataset with 1.9M reactions from patents (1976-2016). (1) Given the product [Cl:12][C:11]1[CH:10]=[CH:9][C:4]([C:5]([O:7][CH3:8])=[O:6])=[CH:3][C:2]=1[N:1]1[C:18]([CH3:20])=[CH:19][C:14]([OH:13])=[CH:15][C:16]1=[O:17], predict the reactants needed to synthesize it. The reactants are: [NH2:1][C:2]1[CH:3]=[C:4]([CH:9]=[CH:10][C:11]=1[Cl:12])[C:5]([O:7][CH3:8])=[O:6].[OH:13][C:14]1[CH:19]=[C:18]([CH3:20])[O:17][C:16](=O)[CH:15]=1. (2) The reactants are: Br[CH2:2][CH2:3][CH2:4][CH:5]=[CH2:6].[Mg].[F:8][C:9]([F:19])([F:18])[C:10]1[CH:17]=[CH:16][C:13]([CH:14]=[O:15])=[CH:12][CH:11]=1. Given the product [F:8][C:9]([F:18])([F:19])[C:10]1[CH:17]=[CH:16][C:13]([CH:14]([OH:15])[CH2:6][CH2:5][CH2:4][CH:3]=[CH2:2])=[CH:12][CH:11]=1, predict the reactants needed to synthesize it. (3) The reactants are: [Br:1][C:2]1[CH:7]=[C:6]([CH2:8][CH3:9])[CH:5]=[CH:4][C:3]=1[CH2:10][CH:11]([CH3:15])[C:12](O)=[O:13].S(Cl)([Cl:18])=O. Given the product [Br:1][C:2]1[CH:7]=[C:6]([CH2:8][CH3:9])[CH:5]=[CH:4][C:3]=1[CH2:10][CH:11]([CH3:15])[C:12]([Cl:18])=[O:13], predict the reactants needed to synthesize it. (4) Given the product [O:12]=[C:7]1[C:6]2[NH:13][CH:14]=[CH:15][C:5]=2[C:4]2[CH:3]=[C:2]([NH:1][S:28]([C:24]3[CH:23]=[C:22]([CH3:32])[CH:27]=[CH:26][CH:25]=3)(=[O:30])=[O:29])[CH:11]=[CH:10][C:9]=2[NH:8]1.[CH2:17]([C:19]([O-:21])=[O:20])[CH3:18], predict the reactants needed to synthesize it. The reactants are: [NH2:1][C:2]1[CH:11]=[CH:10][C:9]2[NH:8][C:7](=[O:12])[C:6]3[NH:13][CH:14]=[CH:15][C:5]=3[C:4]=2[CH:3]=1.Cl.[CH2:17]([C:19]([OH:21])=[O:20])[CH3:18].[C:22]1([CH3:32])[CH:27]=[CH:26][CH:25]=[C:24]([S:28](Cl)(=[O:30])=[O:29])[CH:23]=1. (5) Given the product [CH3:1][N:2]([CH3:19])[CH2:3][CH2:4][N:5]1[CH2:11][CH2:10][CH2:9][C:8]2[NH:12][C:13](/[CH:16]=[C:24]3\[C:25](=[O:35])[NH:26][C:27]4[C:23]\3=[CH:22][C:21]([F:20])=[C:29]([NH:30][C:31](=[O:34])[CH2:32][OH:33])[CH:28]=4)=[C:14]([CH3:15])[C:7]=2[C:6]1=[O:18], predict the reactants needed to synthesize it. The reactants are: [CH3:1][N:2]([CH3:19])[CH2:3][CH2:4][N:5]1[CH2:11][CH2:10][CH2:9][C:8]2[NH:12][C:13]([CH:16]=O)=[C:14]([CH3:15])[C:7]=2[C:6]1=[O:18].[F:20][C:21]1[CH:22]=[C:23]2[C:27](=[CH:28][C:29]=1[NH:30][C:31](=[O:34])[CH2:32][OH:33])[NH:26][C:25](=[O:35])[CH2:24]2. (6) Given the product [CH2:1]([N:8]1[C:16]2[C:11](=[CH:12][CH:13]=[C:14]([N+:17]([O-:19])=[O:18])[CH:15]=2)[C:10]([C:20]([O:30][CH2:33][O:34][CH3:35])([C:26]([F:27])([F:29])[F:28])[C:21]([O:23][CH2:24][CH3:25])=[O:22])=[CH:9]1)[C:2]1[CH:3]=[CH:4][CH:5]=[CH:6][CH:7]=1, predict the reactants needed to synthesize it. The reactants are: [CH2:1]([N:8]1[C:16]2[C:11](=[CH:12][CH:13]=[C:14]([N+:17]([O-:19])=[O:18])[CH:15]=2)[C:10]([C:20]([OH:30])([C:26]([F:29])([F:28])[F:27])[C:21]([O:23][CH2:24][CH3:25])=[O:22])=[CH:9]1)[C:2]1[CH:7]=[CH:6][CH:5]=[CH:4][CH:3]=1.[H-].[Na+].[CH3:33][O:34][CH2:35]Cl.O. (7) Given the product [CH3:24][O:23][C:9]1[CH:10]=[C:11]([C:14]2[O:15][C:16]3[CH:22]=[CH:21][CH:20]=[CH:19][C:17]=3[N:18]=2)[CH:12]=[CH:13][C:8]=1[C:5]1[CH:4]=[CH:3][C:2]([N:25]2[CH2:30][CH2:29][O:28][CH2:27][CH2:26]2)=[CH:7][N:6]=1, predict the reactants needed to synthesize it. The reactants are: Cl[C:2]1[CH:3]=[CH:4][C:5]([C:8]2[CH:13]=[CH:12][C:11]([C:14]3[O:15][C:16]4[CH:22]=[CH:21][CH:20]=[CH:19][C:17]=4[N:18]=3)=[CH:10][C:9]=2[O:23][CH3:24])=[N:6][CH:7]=1.[NH:25]1[CH2:30][CH2:29][O:28][CH2:27][CH2:26]1.C1(C2C=CC=CC=2)C=CC=CC=1P(C(C)(C)C)C(C)(C)C.CC([O-])(C)C.[Na+].